Dataset: Full USPTO retrosynthesis dataset with 1.9M reactions from patents (1976-2016). Task: Predict the reactants needed to synthesize the given product. (1) Given the product [Br-:20].[C:14]1([P:7]([C:1]2[CH:2]=[CH:3][CH:4]=[CH:5][CH:6]=2)[C:8]2[CH:13]=[C:12]([P+:27]([C:28]3[CH:29]=[CH:30][CH:31]=[CH:32][CH:33]=3)([C:34]3[CH:39]=[CH:38][CH:37]=[CH:36][CH:35]=3)[C:23]3[CH:22]=[CH:21][CH:26]=[CH:25][CH:24]=3)[CH:11]=[CH:10][CH:9]=2)[CH:15]=[CH:16][CH:17]=[CH:18][CH:19]=1, predict the reactants needed to synthesize it. The reactants are: [C:1]1([P:7]([C:14]2[CH:19]=[CH:18][CH:17]=[CH:16][CH:15]=2)[C:8]2[CH:13]=[CH:12][CH:11]=[CH:10][CH:9]=2)[CH:6]=[CH:5][CH:4]=[CH:3][CH:2]=1.[Br:20][C:21]1[CH:22]=[C:23]([P:27]([C:34]2[CH:39]=[CH:38][CH:37]=[CH:36][CH:35]=2)[C:28]2[CH:33]=[CH:32][CH:31]=[CH:30][CH:29]=2)[CH:24]=[CH:25][CH:26]=1.[Br-].[K+]. (2) Given the product [NH2:1][C:2]1[O:3][CH2:4][C@:5]2([C:19]3[C:14](=[N:15][CH:16]=[C:17]([N:60]4[CH2:65][CH2:64][O:63][CH2:62][CH2:61]4)[CH:18]=3)[O:13][C:12]3[C:7]2=[CH:8][C:9]([OH:21])=[CH:10][CH:11]=3)[N:6]=1, predict the reactants needed to synthesize it. The reactants are: [NH2:1][C:2]1[O:3][CH2:4][C@:5]2([C:19]3[C:14](=[N:15][CH:16]=[C:17](Br)[CH:18]=3)[O:13][C:12]3[C:7]2=[CH:8][C:9]([OH:21])=[CH:10][CH:11]=3)[N:6]=1.CN(C1C(C2C(P(C3CCCCC3)C3CCCCC3)=CC=CC=2)=CC=CC=1)C.C[Si]([N-][Si](C)(C)C)(C)C.[Li+].[NH:60]1[CH2:65][CH2:64][O:63][CH2:62][CH2:61]1. (3) The reactants are: [CH3:1][O:2][C:3](=[O:43])/[CH:4]=[CH:5]/[C:6]1[C:14]2[C:10](=[C:11]3[N:18]=[C:17]([C:19]4[CH:24]=[CH:23][C:22]([C:25]5([NH:29]C(OC(C)(C)C)=O)[CH2:28][CH2:27][CH2:26]5)=[CH:21][CH:20]=4)[C:16]([C:37]4[CH:42]=[CH:41][CH:40]=[CH:39][CH:38]=4)=[CH:15][N:12]3[N:13]=2)[CH:9]=[CH:8][CH:7]=1. Given the product [CH3:1][O:2][C:3](=[O:43])/[CH:4]=[CH:5]/[C:6]1[C:14]2[C:10](=[C:11]3[N:18]=[C:17]([C:19]4[CH:24]=[CH:23][C:22]([C:25]5([NH2:29])[CH2:28][CH2:27][CH2:26]5)=[CH:21][CH:20]=4)[C:16]([C:37]4[CH:38]=[CH:39][CH:40]=[CH:41][CH:42]=4)=[CH:15][N:12]3[N:13]=2)[CH:9]=[CH:8][CH:7]=1, predict the reactants needed to synthesize it. (4) Given the product [CH3:23][CH:24]([CH3:28])[CH2:25][CH2:26][NH:27][CH2:1][C:3]1[C:12]2[C:7](=[CH:8][CH:9]=[CH:10][CH:11]=2)[C:6]([O:13][C:14]2[CH:22]=[CH:21][C:17]([C:18]([NH2:20])=[O:19])=[CH:16][CH:15]=2)=[N:5][CH:4]=1, predict the reactants needed to synthesize it. The reactants are: [CH:1]([C:3]1[C:12]2[C:7](=[CH:8][CH:9]=[CH:10][CH:11]=2)[C:6]([O:13][C:14]2[CH:22]=[CH:21][C:17]([C:18]([NH2:20])=[O:19])=[CH:16][CH:15]=2)=[N:5][CH:4]=1)=O.[CH3:23][CH:24]([CH3:28])[CH2:25][CH2:26][NH2:27].[BH4-].[Na+].O. (5) Given the product [OH:27][C:28]1[CH:33]=[CH:32][CH:31]=[CH:30][C:29]=1[C:2]1[N:7]=[C:6]([NH:8][C@H:9]2[CH2:13][CH2:12][N:11]([C:14]([O:16][C:17]([CH3:20])([CH3:19])[CH3:18])=[O:15])[CH2:10]2)[C:5]([C:21]2[CH:26]=[CH:25][CH:24]=[CH:23][CH:22]=2)=[CH:4][N:3]=1, predict the reactants needed to synthesize it. The reactants are: Cl[C:2]1[N:7]=[C:6]([NH:8][C@H:9]2[CH2:13][CH2:12][N:11]([C:14]([O:16][C:17]([CH3:20])([CH3:19])[CH3:18])=[O:15])[CH2:10]2)[C:5]([C:21]2[CH:26]=[CH:25][CH:24]=[CH:23][CH:22]=2)=[CH:4][N:3]=1.[OH:27][C:28]1[CH:33]=[CH:32][CH:31]=[CH:30][C:29]=1B(O)O.C([O-])([O-])=O.[Na+].[Na+].O.